This data is from Reaction yield outcomes from USPTO patents with 853,638 reactions. The task is: Predict the reaction yield, written as a fraction of the theoretical maximum amount of product (1.0 means a 100% yield; for example, 0.34 means a 34% yield). (1) The catalyst is CS(C)=O.CCOCC.O. The yield is 0.220. The reactants are [Cl:1][C:2]1[C:3]([CH3:18])=[C:4]([CH:13]2[CH2:16][CH:15]([OH:17])[CH2:14]2)[C:5]([O:11][CH3:12])=[C:6]([CH:8](O)[CH3:9])[CH:7]=1.N1C(Cl)=NC(Cl)=NC=1[Cl:21]. The product is [Cl:1][C:2]1[C:3]([CH3:18])=[C:4]([CH:13]2[CH2:16][CH:15]([OH:17])[CH2:14]2)[C:5]([O:11][CH3:12])=[C:6]([CH:8]([Cl:21])[CH3:9])[CH:7]=1. (2) The reactants are C([N:8](CC1C=CC=CC=1)[C:9]1[N:17]=[CH:16][N:15]=[C:14]2[C:10]=1[NH:11][C:12](=[O:38])[N:13]2[C:18]1[CH:19]=[CH:20][C:21]([O:33][CH2:34][CH2:35][O:36][CH3:37])=[C:22]([N:24]([CH3:32])[C:25](=[O:31])[O:26][C:27]([CH3:30])([CH3:29])[CH3:28])[CH:23]=1)C1C=CC=CC=1.Cl. The catalyst is CO.[OH-].[OH-].[Pd+2]. The product is [NH2:8][C:9]1[N:17]=[CH:16][N:15]=[C:14]2[C:10]=1[NH:11][C:12](=[O:38])[N:13]2[C:18]1[CH:19]=[CH:20][C:21]([O:33][CH2:34][CH2:35][O:36][CH3:37])=[C:22]([N:24]([CH3:32])[C:25](=[O:31])[O:26][C:27]([CH3:28])([CH3:29])[CH3:30])[CH:23]=1. The yield is 0.940. (3) The reactants are Cl.[CH3:2][C:3]1[C:7]([CH2:8][N:9]2[CH:13]=[C:12]([NH2:14])[CH:11]=[N:10]2)=[C:6]([CH3:15])[O:5][N:4]=1.[OH:16][C:17]1[C:22]([O:23][CH3:24])=[CH:21][C:20]([CH2:25][C:26](O)=[O:27])=[CH:19][C:18]=1[O:29][CH3:30].C1CN([P+](ON2N=NC3C=CC=CC2=3)(N2CCCC2)N2CCCC2)CC1.F[P-](F)(F)(F)(F)F.C(N(CC)CC)C. The catalyst is CN(C=O)C.Cl. The product is [CH3:2][C:3]1[C:7]([CH2:8][N:9]2[CH:13]=[C:12]([NH:14][C:26](=[O:27])[CH2:25][C:20]3[CH:21]=[C:22]([O:23][CH3:24])[C:17]([OH:16])=[C:18]([O:29][CH3:30])[CH:19]=3)[CH:11]=[N:10]2)=[C:6]([CH3:15])[O:5][N:4]=1. The yield is 0.290.